The task is: Predict the reactants needed to synthesize the given product.. This data is from Full USPTO retrosynthesis dataset with 1.9M reactions from patents (1976-2016). (1) Given the product [NH2:1][C:2]1[O:3][CH2:4][C@:5]2([N:26]=1)[C:6]1[CH:7]=[C:8]([C:20]3[CH:21]=[N:22][CH:23]=[CH:24][CH:25]=3)[CH:9]=[CH:10][C:11]=1[O:12][C:13]1[C:18]2=[CH:17][C:16]([O:19][CH2:34][C:35](=[O:36])[CH3:37])=[CH:15][CH:14]=1, predict the reactants needed to synthesize it. The reactants are: [NH2:1][C:2]1[O:3][CH2:4][C@@:5]2([N:26]=1)[C:18]1[CH:17]=[C:16]([OH:19])[CH:15]=[CH:14][C:13]=1[O:12][C:11]1[C:6]2=[CH:7][C:8]([C:20]2[CH:21]=[N:22][CH:23]=[CH:24][CH:25]=2)=[CH:9][CH:10]=1.C(=O)([O-])[O-].[Cs+].[Cs+].Cl[CH2:34][C:35]([CH3:37])=[O:36]. (2) Given the product [ClH:47].[NH2:15][C@@H:16]1[CH2:21][CH2:20][CH2:19][N:18]([C:22]2[N:23]([CH2:40][C:41]3[CH:46]=[CH:45][CH:44]=[CH:43][C:42]=3[Cl:47])[C:24]3[C:29](=[O:30])[N:28]([CH3:31])[C:27]4=[C:32]([C:35]([O:37][CH3:38])=[O:36])[S:33][CH:34]=[C:26]4[C:25]=3[N:39]=2)[CH2:17]1, predict the reactants needed to synthesize it. The reactants are: Cl.O1CCOCC1.C(OC([NH:15][C@@H:16]1[CH2:21][CH2:20][CH2:19][N:18]([C:22]2[N:23]([CH2:40][C:41]3[CH:46]=[CH:45][CH:44]=[CH:43][C:42]=3[Cl:47])[C:24]3[C:29](=[O:30])[N:28]([CH3:31])[C:27]4=[C:32]([C:35]([O:37][CH3:38])=[O:36])[S:33][CH:34]=[C:26]4[C:25]=3[N:39]=2)[CH2:17]1)=O)(C)(C)C. (3) Given the product [CH2:9]([C:5]1[C:6]([Cl:19])=[N:7][C:2]([NH2:1])=[N:3][C:4]=1[CH3:16])[C:10]1[CH:15]=[CH:14][CH:13]=[CH:12][CH:11]=1, predict the reactants needed to synthesize it. The reactants are: [NH2:1][C:2]1[N:7]=[C:6](O)[C:5]([CH2:9][C:10]2[CH:15]=[CH:14][CH:13]=[CH:12][CH:11]=2)=[C:4]([CH3:16])[N:3]=1.P(Cl)(Cl)([Cl:19])=O. (4) Given the product [F:14][C:11]1[CH:12]=[CH:13][C:8]([C:4]2[C:5]([CH3:6])=[N:17][N:2]([CH3:1])[CH:3]=2)=[CH:9][CH:10]=1, predict the reactants needed to synthesize it. The reactants are: [CH3:1][N:2](C)[CH:3]=[C:4]([C:8]1[CH:13]=[CH:12][C:11]([F:14])=[CH:10][CH:9]=1)[C:5](=O)[CH3:6].C[NH:17]N. (5) Given the product [F:21][C:18]1[CH:19]=[CH:20][C:13]([O:12][C:10]2[CH:9]=[CH:8][C:7]3[C:3]([CH2:2][N:22]4[CH2:26][CH2:25][CH2:24][CH2:23]4)=[N:4][O:5][C:6]=3[CH:11]=2)=[C:14]([CH:17]=1)[C:15]#[N:16], predict the reactants needed to synthesize it. The reactants are: Br[CH2:2][C:3]1[C:7]2[CH:8]=[CH:9][C:10]([O:12][C:13]3[CH:20]=[CH:19][C:18]([F:21])=[CH:17][C:14]=3[C:15]#[N:16])=[CH:11][C:6]=2[O:5][N:4]=1.[NH:22]1[CH2:26][CH2:25][CH2:24][CH2:23]1. (6) Given the product [NH2:7][CH2:8][CH2:9][CH2:10][CH2:11][C@H:12]([N:15]([CH2:16][CH:17]([CH3:19])[CH3:18])[S:20]([C:23]1[CH:24]=[CH:25][C:26]([C:29]#[N:30])=[CH:27][CH:28]=1)(=[O:22])=[O:21])[CH2:13][OH:14], predict the reactants needed to synthesize it. The reactants are: C(OC(=O)[NH:7][CH2:8][CH2:9][CH2:10][CH2:11][C@H:12]([N:15]([S:20]([C:23]1[CH:28]=[CH:27][C:26]([C:29]#[N:30])=[CH:25][CH:24]=1)(=[O:22])=[O:21])[CH2:16][CH:17]([CH3:19])[CH3:18])[CH2:13][OH:14])(C)(C)C.Cl. (7) Given the product [Cl:1][C:2]1[N:6]([CH3:7])[N:5]=[C:4]([C:8]2[CH:13]=[CH:12][C:11]([O:14][CH2:15][C:16]3[C:17]([CH3:25])=[CH:18][CH:19]=[CH:20][C:21]=3[NH2:22])=[C:10]([CH3:26])[CH:9]=2)[C:3]=1[CH3:27], predict the reactants needed to synthesize it. The reactants are: [Cl:1][C:2]1[N:6]([CH3:7])[N:5]=[C:4]([C:8]2[CH:13]=[CH:12][C:11]([O:14][CH2:15][C:16]3[C:21]([N+:22]([O-])=O)=[CH:20][CH:19]=[CH:18][C:17]=3[CH3:25])=[C:10]([CH3:26])[CH:9]=2)[C:3]=1[CH3:27].C(O)C. (8) Given the product [Cl:24][C:25]1[CH:30]=[CH:29][CH:28]=[C:27]([CH3:31])[C:26]=1[NH:32][C:33]([N:19]1[CH:18]=[CH:17][C:16]2[C:21](=[CH:22][CH:23]=[C:14]([NH:13][C:11]([NH:10][C:4]3[CH:5]=[C:6]([CH3:9])[CH:7]=[CH:8][C:3]=3[O:2][CH3:1])=[O:12])[CH:15]=2)[CH2:20]1)=[O:34], predict the reactants needed to synthesize it. The reactants are: [CH3:1][O:2][C:3]1[CH:8]=[CH:7][C:6]([CH3:9])=[CH:5][C:4]=1[NH:10][C:11]([NH:13][C:14]1[CH:15]=[C:16]2[C:21](=[CH:22][CH:23]=1)[CH2:20][NH:19][CH2:18][CH2:17]2)=[O:12].[Cl:24][C:25]1[CH:30]=[CH:29][CH:28]=[C:27]([CH3:31])[C:26]=1[N:32]=[C:33]=[O:34].CO. (9) Given the product [CH3:25][O:24][N:23]=[C:16]1[C:17]2[C:22](=[CH:21][CH:20]=[CH:19][CH:18]=2)[C:13]2([O:12][N:11]=[C:10]([C:9]#[C:8][C:4]3[CH:3]=[CH:2][CH:7]=[C:6]([CH3:5])[N:32]=3)[CH2:14]2)[CH2:15]1, predict the reactants needed to synthesize it. The reactants are: Cl[C:2]1[CH:3]=[C:4]([C:8]#[C:9][C:10]2[CH2:14][C:13]3([C:22]4[C:17](=[CH:18][CH:19]=[CH:20][CH:21]=4)[C:16](=[N:23][O:24][CH3:25])[CH2:15]3)[O:12][N:11]=2)[CH:5]=[CH:6][CH:7]=1.CC1[N:32]=C(C#CC2CC3(C4C(=CC=CC=4)C(=O)C3)ON=2)C=CC=1.